From a dataset of Reaction yield outcomes from USPTO patents with 853,638 reactions. Predict the reaction yield, written as a fraction of the theoretical maximum amount of product (1.0 means a 100% yield; for example, 0.34 means a 34% yield). (1) The reactants are CCN=C=NCCCN(C)C.[CH3:12][O:13][C:14]1[CH:15]=[C:16]2[C:21](=[CH:22][C:23]=1[O:24][CH3:25])[N:20]=[CH:19][CH:18]=[C:17]2[O:26][C:27]1[CH:32]=[CH:31][C:30]([N:33]2[CH2:37][CH2:36][CH:35]([C:38](O)=[O:39])[C:34]2=[O:41])=[CH:29][C:28]=1[F:42].C1C=CC2N(O)N=NC=2C=1.[F:53][C:54]1[CH:60]=[CH:59][C:57]([NH2:58])=[CH:56][CH:55]=1.CCN(CC)CC. The catalyst is CN(C=O)C.CCOC(C)=O. The product is [CH3:12][O:13][C:14]1[CH:15]=[C:16]2[C:21](=[CH:22][C:23]=1[O:24][CH3:25])[N:20]=[CH:19][CH:18]=[C:17]2[O:26][C:27]1[CH:32]=[CH:31][C:30]([N:33]2[CH2:37][CH2:36][CH:35]([C:38]([NH:58][C:57]3[CH:59]=[CH:60][C:54]([F:53])=[CH:55][CH:56]=3)=[O:39])[C:34]2=[O:41])=[CH:29][C:28]=1[F:42]. The yield is 0.150. (2) The reactants are [NH2:1][C:2]1[CH:7]=[CH:6][N:5]=[CH:4][CH:3]=1.Cl[C:9]([O:11][C:12]1[CH:17]=[CH:16][CH:15]=[CH:14][CH:13]=1)=[O:10]. No catalyst specified. The product is [N:5]1[CH:6]=[CH:7][C:2]([NH:1][C:9](=[O:10])[O:11][C:12]2[CH:17]=[CH:16][CH:15]=[CH:14][CH:13]=2)=[CH:3][CH:4]=1. The yield is 5.34. (3) The catalyst is ClCCl.O. The yield is 0.483. The reactants are [Sn](Cl)(Cl)(Cl)Cl.[CH:6]([C:9]1[C:10]([O:19][CH3:20])=[C:11]([C:15](O)([CH3:17])[CH3:16])[CH:12]=[CH:13][CH:14]=1)([CH3:8])[CH3:7].[CH2:21]([O:23][C:24](=[O:32])[C:25]([O:27][Si](C)(C)C)=[CH2:26])[CH3:22].C(=O)([O-])[O-].[Na+].[Na+].Cl. The product is [CH2:21]([O:23][C:24](=[O:32])[C:25](=[O:26])[CH2:27][C:15]([C:11]1[CH:12]=[CH:13][CH:14]=[C:9]([CH:6]([CH3:8])[CH3:7])[C:10]=1[O:19][CH3:20])([CH3:17])[CH3:16])[CH3:22]. (4) The catalyst is C(Cl)(Cl)Cl. The yield is 0.720. The product is [CH3:1][O:2][C:3]1[CH:4]=[C:5]2[C:10](=[CH:11][C:12]=1[O:13][CH3:14])[N:9]=[CH:8][CH:7]=[C:6]2[O:15][C:16]1[CH:22]=[CH:21][C:19]([NH:20][C:36]([NH:51][C@H:49]([C:45]2[S:44][CH:48]=[CH:47][N:46]=2)[CH3:50])=[O:42])=[CH:18][C:17]=1[O:23][CH3:24]. The reactants are [CH3:1][O:2][C:3]1[CH:4]=[C:5]2[C:10](=[CH:11][C:12]=1[O:13][CH3:14])[N:9]=[CH:8][CH:7]=[C:6]2[O:15][C:16]1[CH:22]=[CH:21][C:19]([NH2:20])=[CH:18][C:17]=1[O:23][CH3:24].C(N(CC)CC)C.ClC(Cl)(O[C:36](=[O:42])OC(Cl)(Cl)Cl)Cl.[S:44]1[CH:48]=[CH:47][N:46]=[C:45]1[C@@H:49]([NH2:51])[CH3:50]. (5) The reactants are Br[C:2]1[CH:7]=[C:6]([C:8]([F:11])([F:10])[F:9])[CH:5]=[CH:4][C:3]=1[CH3:12].N#N.[CH3:15][CH2:16][OH:17].[Li][CH:19](CC)C.C1CCCCC1.B(F)(F)F.C(OCC)C. The catalyst is C1COCC1. The product is [CH3:12][C:3]1[CH:4]=[CH:5][C:6]([C:8]([F:11])([F:10])[F:9])=[CH:7][C:2]=1[CH2:15][C@H:16]([OH:17])[CH3:19]. The yield is 0.660. (6) The reactants are C[O:2][C:3]([C:5]1[S:6][C:7]([C:22]2[CH:27]=[CH:26][CH:25]=[CH:24][CH:23]=2)=[CH:8][C:9]=1[N:10]([CH:19]([CH3:21])[CH3:20])[C:11]([CH:13]1[CH2:17][CH:16]=[C:15]([CH3:18])[CH2:14]1)=[O:12])=[O:4].O[Li].O. No catalyst specified. The product is [CH:19]([N:10]([C:11]([CH:13]1[CH2:17][CH:16]=[C:15]([CH3:18])[CH2:14]1)=[O:12])[C:9]1[CH:8]=[C:7]([C:22]2[CH:27]=[CH:26][CH:25]=[CH:24][CH:23]=2)[S:6][C:5]=1[C:3]([OH:4])=[O:2])([CH3:21])[CH3:20]. The yield is 0.625. (7) The reactants are [OH:1][C:2]1[CH:6]=[C:5]([C:7]([O:9][CH2:10][CH3:11])=[O:8])[N:4]([CH3:12])[N:3]=1.[CH3:13][N:14]([CH3:18])[CH2:15][CH2:16]O.C1C=CC(P(C2C=CC=CC=2)C2C=CC=CC=2)=CC=1.CC(OC(/N=N/C(OC(C)C)=O)=O)C. The catalyst is C1COCC1. The product is [CH3:13][N:14]([CH3:18])[CH2:15][CH2:16][O:1][C:2]1[CH:6]=[C:5]([C:7]([O:9][CH2:10][CH3:11])=[O:8])[N:4]([CH3:12])[N:3]=1. The yield is 0.400. (8) The reactants are [NH2:1][C:2]1[CH:7]=[C:6]([Cl:8])[CH:5]=[CH:4][N:3]=1.C(N(CC)CC)C.[C:16](OC(=O)C)(=[O:18])[CH3:17]. No catalyst specified. The product is [Cl:8][C:6]1[CH:5]=[CH:4][N:3]=[C:2]([NH:1][C:16](=[O:18])[CH3:17])[CH:7]=1. The yield is 0.990. (9) The reactants are [CH3:1][C@H:2]1[C@H:6](OS(C2C=CC(C)=CC=2)(=O)=O)[CH2:5][N:4]([C:18]([O:20][CH2:21][C:22]2[CH:27]=[CH:26][CH:25]=[CH:24][CH:23]=2)=[O:19])[CH2:3]1.[N-:28]=[N+:29]=[N-:30].[Na+]. The catalyst is CN(C=O)C.CCOC(C)=O.C(=O)(O)[O-].[Na+]. The product is [N:28]([C@H:6]1[C@@H:2]([CH3:1])[CH2:3][N:4]([C:18]([O:20][CH2:21][C:22]2[CH:27]=[CH:26][CH:25]=[CH:24][CH:23]=2)=[O:19])[CH2:5]1)=[N+:29]=[N-:30]. The yield is 0.600. (10) The reactants are [F:1][C:2]1[CH:11]=[CH:10][C:9]([CH2:12][N:13]2[CH2:19][C:18]3[CH:20]=[C:21]([O:24][CH3:25])[N:22]=[CH:23][C:17]=3[S:16][CH2:15][CH2:14]2)=[CH:8][C:3]=1[C:4]([O:6]C)=[O:5].CO.C1COCC1.[OH-].[Li+]. The catalyst is O. The product is [F:1][C:2]1[CH:11]=[CH:10][C:9]([CH2:12][N:13]2[CH2:19][C:18]3[CH:20]=[C:21]([O:24][CH3:25])[N:22]=[CH:23][C:17]=3[S:16][CH2:15][CH2:14]2)=[CH:8][C:3]=1[C:4]([OH:6])=[O:5]. The yield is 0.320.